Binary Classification. Given a miRNA mature sequence and a target amino acid sequence, predict their likelihood of interaction. From a dataset of Experimentally validated miRNA-target interactions with 360,000+ pairs, plus equal number of negative samples. (1) The miRNA is mmu-miR-878-5p with sequence UAUCUAGUUGGAUGUCAAGACA. The protein sequence of the target gene is MSALLQDPMIAGQVSKPLLSVRSEMNAELRGEDKAATSDSELNEPLLAPVESNDSEDTPSKLFGARGNPALSDPGTPDQHQASQTHPPFPVGPQPLLTAQQLASAVAGVMPGGPPALNQPILIPFNMAGQLGGQQGLVLTLPTANLTNIQGLVAAAAAGGIMTLPLQNLQATSSLNSQLQQLQLQLQQQQQQQQQQPPPSTNQHPQPAPQAPSQSQQQPLQPTPPQQPPPASQQPPAPTSQLQQAPQPQQHQPHSHSQNQNQPSPTQQSSSPPQKPSQSPGHGLPSPLTPPNPLQLVNNP.... Result: 0 (no interaction). (2) The miRNA is mmu-miR-452-5p with sequence UGUUUGCAGAGGAAACUGAGAC. The protein sequence of the target gene is MGVIGIQLVVTMVMASVMQKIIPHYSLARWLLCNGSLRWYQHPTEEELRILAGKQQKGKTKKDRKYNGHIESKPLTIPKDIDLHLETKSVTEVDTLALHYFPEYQWLVDFTVAATVVYLVTEVYYNFMKPTQEMNISLVWCLLVLSFAIKVLFSLTTHYFKVEDGGERSVCVTFGFFFFVKAMAVLIVTENYLEFGLETGFTNFSDSAMQFLEKQGLESQSPVSKLTFKFFLAIFCSFIGAFLTFPGLRLAQMHLDALNLATEKITQTLLHINFLAPLFMVLLWVKPITKDYIMNPPLGK.... Result: 0 (no interaction).